From a dataset of Full USPTO retrosynthesis dataset with 1.9M reactions from patents (1976-2016). Predict the reactants needed to synthesize the given product. (1) Given the product [N:1]1([C:11]2[CH:12]=[CH:13][C:14]([CH2:15][NH:16][C:42]([C:38]3[N:39]([CH3:41])[CH:40]=[C:36]([NH:35][C:33]([C:28]4[C:27]([C:24]5[CH:25]=[CH:26][C:21]([C:20]([F:45])([F:19])[F:46])=[CH:22][CH:23]=5)=[CH:32][CH:31]=[CH:30][CH:29]=4)=[O:34])[N:37]=3)=[O:43])=[CH:17][CH:18]=2)[C:10]2[C:5](=[CH:6][CH:7]=[CH:8][CH:9]=2)[CH2:4][CH2:3][CH2:2]1, predict the reactants needed to synthesize it. The reactants are: [N:1]1([C:11]2[CH:18]=[CH:17][C:14]([CH2:15][NH2:16])=[CH:13][CH:12]=2)[C:10]2[C:5](=[CH:6][CH:7]=[CH:8][CH:9]=2)[CH2:4][CH2:3][CH2:2]1.[F:19][C:20]([F:46])([F:45])[C:21]1[CH:26]=[CH:25][C:24]([C:27]2[C:28]([C:33]([NH:35][C:36]3[N:37]=[C:38]([C:42](O)=[O:43])[N:39]([CH3:41])[CH:40]=3)=[O:34])=[CH:29][CH:30]=[CH:31][CH:32]=2)=[CH:23][CH:22]=1.C(P(O)(=O)O)CC.CN1CCOCC1. (2) Given the product [NH2:23][C:4]1[CH:3]=[C:2]([CH3:1])[CH:7]=[CH:6][C:5]=1[CH:8]([C:9]([O:11][C:12]([CH3:15])([CH3:14])[CH3:13])=[O:10])[C:16]([O:18][C:19]([CH3:22])([CH3:20])[CH3:21])=[O:17], predict the reactants needed to synthesize it. The reactants are: [CH3:1][C:2]1[CH:7]=[CH:6][C:5]([CH:8]([C:16]([O:18][C:19]([CH3:22])([CH3:21])[CH3:20])=[O:17])[C:9]([O:11][C:12]([CH3:15])([CH3:14])[CH3:13])=[O:10])=[C:4]([N+:23]([O-])=O)[CH:3]=1. (3) Given the product [CH2:55]([NH:54][C:52](=[O:53])[NH:51][C:48]1[CH:47]=[CH:46][C:45]([CH2:44][NH:43][C:41]([N:38]2[CH2:39][CH2:40][CH:35]([NH:34][C:33]3[CH:61]=[CH:62][C:30]([CH2:29][CH2:28][NH:27][CH2:26][C@H:25]([OH:63])[CH2:24][O:23][C:22]4[CH:21]=[CH:20][C:19]([OH:18])=[CH:65][CH:64]=4)=[CH:31][CH:32]=3)[CH2:36][CH2:37]2)=[O:42])=[CH:50][CH:49]=1)[CH2:56][CH2:57][CH2:58][CH2:59][CH3:60], predict the reactants needed to synthesize it. The reactants are: [Si]([O:18][C:19]1[CH:65]=[CH:64][C:22]([O:23][CH2:24][C@@H:25]([OH:63])[CH2:26][NH:27][CH2:28][CH2:29][C:30]2[CH:62]=[CH:61][C:33]([NH:34][CH:35]3[CH2:40][CH2:39][N:38]([C:41]([NH:43][CH2:44][C:45]4[CH:50]=[CH:49][C:48]([NH:51][C:52]([NH:54][CH2:55][CH2:56][CH2:57][CH2:58][CH2:59][CH3:60])=[O:53])=[CH:47][CH:46]=4)=[O:42])[CH2:37][CH2:36]3)=[CH:32][CH:31]=2)=[CH:21][CH:20]=1)(C(C)(C)C)(C1C=CC=CC=1)C1C=CC=CC=1. (4) The reactants are: [Cl:1][C:2]1[CH:7]=[CH:6][C:5]([O:8][C:9]2[CH:14]=[CH:13][C:12]([CH2:15][CH2:16][O:17][C:18]3[CH:23]=[CH:22][NH:21][C:20](=[O:24])[N:19]=3)=[CH:11][CH:10]=2)=[CH:4][C:3]=1[C:25]([F:28])([F:27])[F:26].Br[CH2:30][C:31]1[CH:32]=[N:33][CH:34]=[N:35][CH:36]=1. Given the product [Cl:1][C:2]1[CH:7]=[CH:6][C:5]([O:8][C:9]2[CH:10]=[CH:11][C:12]([CH2:15][CH2:16][O:17][C:18]3[CH:23]=[CH:22][N:21]([CH2:30][C:31]4[CH:32]=[N:33][CH:34]=[N:35][CH:36]=4)[C:20](=[O:24])[N:19]=3)=[CH:13][CH:14]=2)=[CH:4][C:3]=1[C:25]([F:26])([F:28])[F:27], predict the reactants needed to synthesize it. (5) The reactants are: C1C2C(COC(=O)[NH:17][C:18]3[CH:23]=[CH:22][C:21]([S:24][C:25]4[CH:30]=[CH:29][C:28]([C:31](=[O:40])[NH:32][C:33]5[CH:34]=[N:35][CH:36]=[C:37]([F:39])[CH:38]=5)=[CH:27][C:26]=4[NH:41][C:42]4[C:43]5[CH:51]=[CH:50][C:49]([CH:52]([CH3:54])[CH3:53])=[N:48][C:44]=5[N:45]=[CH:46][N:47]=4)=[CH:20][CH:19]=3)C3C(=CC=CC=3)C=2C=CC=1.O.[OH-].[Li+].Cl. Given the product [NH2:17][C:18]1[CH:23]=[CH:22][C:21]([S:24][C:25]2[CH:30]=[CH:29][C:28]([C:31]([NH:32][C:33]3[CH:34]=[N:35][CH:36]=[C:37]([F:39])[CH:38]=3)=[O:40])=[CH:27][C:26]=2[NH:41][C:42]2[C:43]3[CH:51]=[CH:50][C:49]([CH:52]([CH3:54])[CH3:53])=[N:48][C:44]=3[N:45]=[CH:46][N:47]=2)=[CH:20][CH:19]=1, predict the reactants needed to synthesize it.